Dataset: Peptide-MHC class I binding affinity with 185,985 pairs from IEDB/IMGT. Task: Regression. Given a peptide amino acid sequence and an MHC pseudo amino acid sequence, predict their binding affinity value. This is MHC class I binding data. (1) The peptide sequence is GFDAWFSQR. The MHC is HLA-A03:01 with pseudo-sequence HLA-A03:01. The binding affinity (normalized) is 0.0955. (2) The MHC is HLA-B18:01 with pseudo-sequence HLA-B18:01. The binding affinity (normalized) is 0.0847. The peptide sequence is WTDLFDNKV. (3) The peptide sequence is ITGQIIFGF. The binding affinity (normalized) is 0.0847. The MHC is HLA-B08:01 with pseudo-sequence HLA-B08:01.